From a dataset of Catalyst prediction with 721,799 reactions and 888 catalyst types from USPTO. Predict which catalyst facilitates the given reaction. (1) Reactant: [C:1]([O:5][C:6](=[O:21])[NH:7][CH2:8][CH2:9][N:10]1[C:14](I)=[C:13]([I:16])[N:12]=[C:11]1[CH2:17][CH:18]1[CH2:20][CH2:19]1)([CH3:4])([CH3:3])[CH3:2]. The catalyst class is: 61. Product: [C:1]([O:5][C:6](=[O:21])[NH:7][CH2:8][CH2:9][N:10]1[CH:14]=[C:13]([I:16])[N:12]=[C:11]1[CH2:17][CH:18]1[CH2:19][CH2:20]1)([CH3:4])([CH3:2])[CH3:3]. (2) Reactant: C([O:3][C:4](=[O:31])[CH2:5][CH2:6][CH2:7][S:8][C:9]1[N:13]([CH2:14][C:15]2[C:24]3[C:19](=[CH:20][CH:21]=[CH:22][CH:23]=3)[CH:18]=[CH:17][CH:16]=2)[C:12]2[CH:25]=[CH:26][C:27]([C:29]#[N:30])=[CH:28][C:11]=2[N:10]=1)C.[OH-].[Li+]. Product: [C:15]1([CH2:14][N:13]2[C:12]3[CH:25]=[CH:26][C:27]([C:29]#[N:30])=[CH:28][C:11]=3[N:10]=[C:9]2[S:8][CH2:7][CH2:6][CH2:5][C:4]([OH:31])=[O:3])[C:24]2[C:19](=[CH:20][CH:21]=[CH:22][CH:23]=2)[CH:18]=[CH:17][CH:16]=1. The catalyst class is: 5.